Dataset: Forward reaction prediction with 1.9M reactions from USPTO patents (1976-2016). Task: Predict the product of the given reaction. (1) Given the reactants [CH2:1](Br)[CH2:2][CH2:3][CH2:4][CH2:5][CH2:6][CH2:7][CH2:8][CH2:9][CH2:10][CH2:11][CH3:12].C(O[CH2:18][CH:19]=[CH2:20])(=O)C, predict the reaction product. The product is: [CH2:12]=[CH:11][CH2:10][CH2:9][CH2:8][CH2:7][CH2:6][CH2:5][CH2:4][CH2:3][CH2:2][CH2:1][CH2:18][CH2:19][CH3:20]. (2) Given the reactants [CH2:1]([O:4][C:5]([NH:7][C@@H:8]([CH2:12][S:13][S:14][C:15]([CH3:18])([CH3:17])[CH3:16])[C:9]([OH:11])=O)=[O:6])[CH:2]=[CH2:3].ON1C(=O)CCC1=O.Cl.CN(C)CCCN=C=NCC.C(N(CC)C(C)C)(C)C.[NH:48]([C:58]([O:60][CH2:61][CH:62]1[C:74]2[C:69](=[CH:70][CH:71]=[CH:72][CH:73]=2)[C:68]2[C:63]1=[CH:64][CH:65]=[CH:66][CH:67]=2)=[O:59])[C@H:49]([C:55]([OH:57])=[O:56])[CH2:50][CH2:51][CH2:52][CH2:53][NH2:54].Cl, predict the reaction product. The product is: [CH:64]1[C:63]2[CH:62]([CH2:61][O:60][C:58]([NH:48][C@@H:49]([CH2:50][CH2:51][CH2:52][CH2:53][NH:54][C:9](=[O:11])[C@@H:8]([NH:7][C:5]([O:4][CH2:1][CH:2]=[CH2:3])=[O:6])[CH2:12][S:13][S:14][C:15]([CH3:18])([CH3:17])[CH3:16])[C:55]([OH:57])=[O:56])=[O:59])[C:74]3[C:69](=[CH:70][CH:71]=[CH:72][CH:73]=3)[C:68]=2[CH:67]=[CH:66][CH:65]=1.